From a dataset of Peptide-MHC class I binding affinity with 185,985 pairs from IEDB/IMGT. Regression. Given a peptide amino acid sequence and an MHC pseudo amino acid sequence, predict their binding affinity value. This is MHC class I binding data. (1) The peptide sequence is RVRGLYFPA. The MHC is HLA-A68:02 with pseudo-sequence HLA-A68:02. The binding affinity (normalized) is 0.0988. (2) The peptide sequence is VTDTALAYF. The MHC is HLA-A02:19 with pseudo-sequence HLA-A02:19. The binding affinity (normalized) is 0.0847. (3) The peptide sequence is WPRHRRLSI. The MHC is HLA-B46:01 with pseudo-sequence HLA-B46:01. The binding affinity (normalized) is 0.0847. (4) The peptide sequence is RHRILDIYL. The MHC is Mamu-B08 with pseudo-sequence Mamu-B08. The binding affinity (normalized) is 0.311. (5) The peptide sequence is VQGYERIMY. The MHC is HLA-A03:01 with pseudo-sequence HLA-A03:01. The binding affinity (normalized) is 0.0847. (6) The peptide sequence is CRIPVIVAD. The MHC is H-2-Ld with pseudo-sequence H-2-Ld. The binding affinity (normalized) is 0. (7) The peptide sequence is YMRERFEPM. The MHC is HLA-C07:01 with pseudo-sequence HLA-C07:01. The binding affinity (normalized) is 0.714.